This data is from Full USPTO retrosynthesis dataset with 1.9M reactions from patents (1976-2016). The task is: Predict the reactants needed to synthesize the given product. (1) Given the product [NH2:48][N:47]1[C:27]2[C:28](=[CH:10][CH:9]=[CH:8][CH:26]=2)[CH:29]=[N:25][C:38]1=[O:46], predict the reactants needed to synthesize it. The reactants are: BrC1C=C2[C:8](=[CH:9][CH:10]=1)NC(C(O)=O)=C2.[CH2:28]1[CH2:29][N:25]([P+](Br)([N:25]2[CH2:29][CH2:28][CH2:27][CH2:26]2)[N:25]2[CH2:29][CH2:28][CH2:27][CH2:26]2)[CH2:26][CH2:27]1.F[P-](F)(F)(F)(F)F.[C:38]([NH:47][NH2:48])(=[O:46])C1C(=CC=CC=1)N.C(O)(C(F)(F)F)=O.C(Cl)Cl. (2) Given the product [Cl:15][C:16]1[CH:17]=[C:18]([CH:19]=[C:20]([F:22])[CH:21]=1)[CH2:23][O:24][C:2]1[CH:3]=[C:4]2[N:11]([CH3:12])[C:10]([CH3:14])([CH3:13])[CH2:9][N:5]2[C:6](=[O:8])[N:7]=1, predict the reactants needed to synthesize it. The reactants are: Cl[C:2]1[CH:3]=[C:4]2[N:11]([CH3:12])[C:10]([CH3:14])([CH3:13])[CH2:9][N:5]2[C:6](=[O:8])[N:7]=1.[Cl:15][C:16]1[CH:17]=[C:18]([CH2:23][OH:24])[CH:19]=[C:20]([F:22])[CH:21]=1. (3) Given the product [F:26][C:27]1[CH:32]=[CH:31][CH:30]=[CH:29][C:28]=1[C:10]1[N:15]=[CH:14][C:13]([NH2:16])=[CH:12][CH:11]=1, predict the reactants needed to synthesize it. The reactants are: BrC1C=CN=C(N)C=1.Br[C:10]1[N:15]=[CH:14][C:13]([NH2:16])=[CH:12][CH:11]=1.C1(B(O)O)C=CC=CC=1.[F:26][C:27]1[CH:32]=[CH:31][CH:30]=[CH:29][C:28]=1B(O)O. (4) Given the product [CH:34]1[C:35]2[C:40](=[CH:39][CH:38]=[CH:37][CH:36]=2)[CH:41]=[CH:42][C:33]=1[S:30]([N:6]1[CH2:7][C@H:8]([S:10][C:11]([C:12]2[CH:13]=[CH:14][CH:15]=[CH:16][CH:17]=2)([C:18]2[CH:19]=[CH:20][CH:21]=[CH:22][CH:23]=2)[C:24]2[CH:29]=[CH:28][CH:27]=[CH:26][CH:25]=2)[CH2:9][C@H:5]1[CH2:4][NH2:1])(=[O:32])=[O:31], predict the reactants needed to synthesize it. The reactants are: [N:1]([CH2:4][C@@H:5]1[CH2:9][C@@H:8]([S:10][C:11]([C:24]2[CH:29]=[CH:28][CH:27]=[CH:26][CH:25]=2)([C:18]2[CH:23]=[CH:22][CH:21]=[CH:20][CH:19]=2)[C:12]2[CH:17]=[CH:16][CH:15]=[CH:14][CH:13]=2)[CH2:7][N:6]1[S:30]([C:33]1[CH:42]=[CH:41][C:40]2[C:35](=[CH:36][CH:37]=[CH:38][CH:39]=2)[CH:34]=1)(=[O:32])=[O:31])=[N+]=[N-].C1(P(C2C=CC=CC=2)C2C=CC=CC=2)C=CC=CC=1. (5) The reactants are: [Br:1][C:2]1[CH:11]=[CH:10][C:9]([O:12][CH:13]2[CH2:18][CH2:17][N:16]([C:19]([O:21][C:22]([CH3:25])([CH3:24])[CH3:23])=[O:20])[CH2:15][CH2:14]2)=[C:8]2[C:3]=1[CH:4]=[N:5][C:6](Cl)=[N:7]2.[NH2:27][C:28]1[CH:33]=[CH:32][C:31]([N:34]2[CH2:39][CH2:38][O:37][CH2:36][CH2:35]2)=[C:30]([Cl:40])[CH:29]=1. Given the product [Br:1][C:2]1[CH:11]=[CH:10][C:9]([O:12][CH:13]2[CH2:14][CH2:15][N:16]([C:19]([O:21][C:22]([CH3:24])([CH3:23])[CH3:25])=[O:20])[CH2:17][CH2:18]2)=[C:8]2[C:3]=1[CH:4]=[N:5][C:6]([NH:27][C:28]1[CH:33]=[CH:32][C:31]([N:34]3[CH2:35][CH2:36][O:37][CH2:38][CH2:39]3)=[C:30]([Cl:40])[CH:29]=1)=[N:7]2, predict the reactants needed to synthesize it. (6) Given the product [O-2:29].[Ti+4:2].[O-2:34].[C:7]([O-:3])(=[O:1])[C:6]([CH3:10])=[CH2:9], predict the reactants needed to synthesize it. The reactants are: [O-2:1].[Ti+4:2].[O-2:3].N([C:6]([CH3:10])([CH3:9])[C:7]#N)=N[C:6]([CH3:10])([CH3:9])[C:7]#N.C(S([O-])(=O)=[O:29])CCCCCCCCCCC.[Na+].P([O-])([O-])([O-])=[O:34].[Ca+2].P([O-])([O-])([O-])=O.[Ca+2].[Ca+2].